The task is: Predict the product of the given reaction.. This data is from Forward reaction prediction with 1.9M reactions from USPTO patents (1976-2016). (1) Given the reactants [CH:1]1[C:10]2[CH2:9][CH2:8][CH2:7][CH2:6][C:5]=2[CH:4]=[CH:3][C:2]=1[OH:11].[C:12](O)(=[O:14])[CH3:13], predict the reaction product. The product is: [OH:11][C:2]1[C:3]([C:12](=[O:14])[CH3:13])=[CH:4][C:5]2[CH2:6][CH2:7][CH2:8][CH2:9][C:10]=2[CH:1]=1. (2) Given the reactants [CH2:1]([O:3][CH2:4][CH2:5][O:6][C:7]1[CH:12]=[C:11]([CH3:13])[C:10]([C:14]2[CH:19]=[CH:18][CH:17]=[C:16]([CH2:20][NH:21][C:22]3[CH:27]=[CH:26][C:25]([CH2:28][CH2:29][C:30]([OH:32])=[O:31])=[C:24]([F:33])[CH:23]=3)[CH:15]=2)=[C:9]([CH3:34])[CH:8]=1)[CH3:2].[ClH:35].C(OCC)(=O)C, predict the reaction product. The product is: [ClH:35].[CH2:1]([O:3][CH2:4][CH2:5][O:6][C:7]1[CH:12]=[C:11]([CH3:13])[C:10]([C:14]2[CH:19]=[CH:18][CH:17]=[C:16]([CH2:20][NH:21][C:22]3[CH:27]=[CH:26][C:25]([CH2:28][CH2:29][C:30]([OH:32])=[O:31])=[C:24]([F:33])[CH:23]=3)[CH:15]=2)=[C:9]([CH3:34])[CH:8]=1)[CH3:2]. (3) The product is: [NH2:14][C:11]1[CH:10]=[CH:9][C:8]([CH2:7][N:6]2[C:5]3[CH:17]=[C:18]([C:21](=[O:30])[NH:22][CH2:23][C:24]4[CH:29]=[CH:28][CH:27]=[CH:26][N:25]=4)[CH:19]=[CH:20][C:4]=3[N:3]=[C:2]2[CH3:1])=[CH:13][CH:12]=1.[NH2:44][C:41]1[CH:40]=[CH:39][C:38]([CH2:37][N:36]2[C:35]3[CH:47]=[CH:48][C:49]([C:51](=[O:60])[NH:52][CH2:53][C:54]4[CH:59]=[CH:58][CH:57]=[CH:56][N:55]=4)=[CH:50][C:34]=3[N:33]=[C:32]2[CH3:31])=[CH:43][CH:42]=1. Given the reactants [CH3:1][C:2]1[N:6]([CH2:7][C:8]2[CH:13]=[CH:12][C:11]([N+:14]([O-])=O)=[CH:10][CH:9]=2)[C:5]2[CH:17]=[C:18]([C:21](=[O:30])[NH:22][CH2:23][C:24]3[CH:29]=[CH:28][CH:27]=[CH:26][N:25]=3)[CH:19]=[CH:20][C:4]=2[N:3]=1.[CH3:31][C:32]1[N:36]([CH2:37][C:38]2[CH:43]=[CH:42][C:41]([N+:44]([O-])=O)=[CH:40][CH:39]=2)[C:35]2[CH:47]=[CH:48][C:49]([C:51](=[O:60])[NH:52][CH2:53][C:54]3[CH:59]=[CH:58][CH:57]=[CH:56][N:55]=3)=[CH:50][C:34]=2[N:33]=1, predict the reaction product. (4) Given the reactants [Cl:1][C:2]1[C:8]([N+:9]([O-:11])=[O:10])=[CH:7][C:5]([NH2:6])=[C:4]([F:12])[CH:3]=1.CN(C)[C:15]1[O:16][C:17](=[O:25])[CH:18]=[C:19]([C:21]([F:24])([F:23])[F:22])[N:20]=1, predict the reaction product. The product is: [Cl:1][C:2]1[C:8]([N+:9]([O-:11])=[O:10])=[CH:7][C:5]([N:6]2[C:17](=[O:25])[CH:18]=[C:19]([C:21]([F:24])([F:23])[F:22])[NH:20][C:15]2=[O:16])=[C:4]([F:12])[CH:3]=1. (5) Given the reactants C(OC([N:8]1[CH2:20][C@@H:19]([CH3:21])[N:18]2[C@H:10]([CH2:11][C:12]3[C:17]2=[N:16][C:15]([C@H:22]([OH:24])[CH3:23])=[C:14]([F:25])[CH:13]=3)[CH2:9]1)=O)(C)(C)C, predict the reaction product. The product is: [F:25][C:14]1[CH:13]=[C:12]2[C:17]([N:18]3[C@H:10]([CH2:11]2)[CH2:9][NH:8][CH2:20][C@H:19]3[CH3:21])=[N:16][C:15]=1[C@@H:22]([OH:24])[CH3:23]. (6) Given the reactants [CH3:1][C:2]1[C:6]2[C:7](=[O:19])[N:8]([CH2:11][CH2:12][N:13]3[CH2:18][CH2:17][CH2:16][CH2:15][CH2:14]3)[CH2:9][CH2:10][C:5]=2[NH:4][C:3]=1[CH:20]=O.[Cl:22][C:23]1[CH:28]=[CH:27][C:26]([C:29]2[CH:37]=[CH:36][CH:35]=[C:34]3[C:30]=2[CH2:31][C:32](=[O:38])[NH:33]3)=[C:25]([F:39])[CH:24]=1, predict the reaction product. The product is: [Cl:22][C:23]1[CH:28]=[CH:27][C:26]([C:29]2[CH:37]=[CH:36][CH:35]=[C:34]3[C:30]=2[C:31](=[CH:20][C:3]2[NH:4][C:5]4[CH2:10][CH2:9][N:8]([CH2:11][CH2:12][N:13]5[CH2:14][CH2:15][CH2:16][CH2:17][CH2:18]5)[C:7](=[O:19])[C:6]=4[C:2]=2[CH3:1])[C:32](=[O:38])[NH:33]3)=[C:25]([F:39])[CH:24]=1. (7) Given the reactants [CH2:1]([CH:3]([CH2:15][CH2:16][CH2:17][CH3:18])[CH2:4][NH:5][CH2:6][CH2:7][C:8]([O:10][CH2:11][CH2:12][CH2:13][CH3:14])=[O:9])[CH3:2].[C:19](OC(=O)C)(=[O:21])[CH3:20].O, predict the reaction product. The product is: [C:19]([N:5]([CH2:4][CH:3]([CH2:1][CH3:2])[CH2:15][CH2:16][CH2:17][CH3:18])[CH2:6][CH2:7][C:8]([O:10][CH2:11][CH2:12][CH2:13][CH3:14])=[O:9])(=[O:21])[CH3:20].